The task is: Predict the product of the given reaction.. This data is from Forward reaction prediction with 1.9M reactions from USPTO patents (1976-2016). Given the reactants [NH2:1][C:2]1[CH:3]=[C:4]([CH3:10])[C:5](=[O:9])[N:6]([CH3:8])[CH:7]=1.[Cl:11][C:12]1[CH:19]=[CH:18][C:15]([CH:16]=O)=[CH:14][CH:13]=1.[CH:20]1([C:23](=[O:32])[CH2:24][C:25](=[O:31])[C:26](OCC)=[O:27])C[CH2:21]1, predict the reaction product. The product is: [Cl:11][C:12]1[CH:19]=[CH:18][C:15]([CH:16]2[C:24]([C:23](=[O:32])[CH2:20][CH3:21])=[C:25]([OH:31])[C:26](=[O:27])[N:1]2[C:2]2[CH:3]=[C:4]([CH3:10])[C:5](=[O:9])[N:6]([CH3:8])[CH:7]=2)=[CH:14][CH:13]=1.